Dataset: Peptide-MHC class II binding affinity with 134,281 pairs from IEDB. Task: Regression. Given a peptide amino acid sequence and an MHC pseudo amino acid sequence, predict their binding affinity value. This is MHC class II binding data. (1) The peptide sequence is EKKYFAATQFENLAA. The MHC is HLA-DQA10101-DQB10501 with pseudo-sequence HLA-DQA10101-DQB10501. The binding affinity (normalized) is 0.420. (2) The peptide sequence is VFLGSAHGIPKVPPG. The MHC is DRB4_0101 with pseudo-sequence DRB4_0103. The binding affinity (normalized) is 0. (3) The peptide sequence is QEPFKNLKTGKYAKM. The MHC is HLA-DPA10201-DPB10501 with pseudo-sequence HLA-DPA10201-DPB10501. The binding affinity (normalized) is 0.334. (4) The peptide sequence is IPKGDFLTGPLNFTG. The MHC is DRB1_1302 with pseudo-sequence DRB1_1302. The binding affinity (normalized) is 0.229. (5) The peptide sequence is FPKEVWEQIFSTWLL. The MHC is DRB1_0101 with pseudo-sequence DRB1_0101. The binding affinity (normalized) is 0.510. (6) The peptide sequence is DQVVMTSLALVGAALK. The binding affinity (normalized) is 0.499. The MHC is DRB4_0103 with pseudo-sequence DRB4_0103. (7) The peptide sequence is KHTDACCRTHDMCPDVMS. The MHC is DRB1_1501 with pseudo-sequence DRB1_1501. The binding affinity (normalized) is 0. (8) The peptide sequence is MGGLWKYLNAVSLCI. The MHC is DRB5_0101 with pseudo-sequence DRB5_0101. The binding affinity (normalized) is 0.723.